Dataset: Full USPTO retrosynthesis dataset with 1.9M reactions from patents (1976-2016). Task: Predict the reactants needed to synthesize the given product. (1) Given the product [C:1]([CH2:4][CH2:5][C:6]1[C:18]([CH2:19][CH2:20][CH2:21][CH2:22][CH2:23][CH2:24][O:25][C:26]2[CH:27]=[C:28]([C:33]3[CH:38]=[CH:37][CH:36]=[C:35]([F:39])[CH:34]=3)[CH:29]=[C:30]([C:43]3[CH:44]=[CH:45][N:40]=[CH:41][CH:42]=3)[CH:31]=2)=[CH:17][CH:16]=[CH:15][C:7]=1[O:8][CH2:9][CH2:10][CH2:11][C:12]([OH:14])=[O:13])([OH:3])=[O:2], predict the reactants needed to synthesize it. The reactants are: [C:1]([CH2:4][CH2:5][C:6]1[C:18]([CH2:19][CH2:20][CH2:21][CH2:22][CH2:23][CH2:24][O:25][C:26]2[CH:27]=[C:28]([C:33]3[CH:38]=[CH:37][CH:36]=[C:35]([F:39])[CH:34]=3)[CH:29]=[C:30](I)[CH:31]=2)=[CH:17][CH:16]=[CH:15][C:7]=1[O:8][CH2:9][CH2:10][CH2:11][C:12]([OH:14])=[O:13])([OH:3])=[O:2].[N:40]1[CH:45]=[CH:44][C:43](B(O)O)=[CH:42][CH:41]=1. (2) Given the product [Br:2][C:3]1[C:16]([O:17][CH3:18])=[CH:15][C:14]2[C:5](=[C:6]([O:19][C@H:20]3[CH2:24][N:23]([C:37](=[O:38])[C@H:36]([CH:30]4[CH2:35][CH2:34][CH2:33][CH2:32][CH2:31]4)[NH:40][C:41]([O:43][CH2:44][C:45]([CH3:50])([CH3:49])[CH2:46][CH:47]=[CH2:48])=[O:42])[C@H:22]([C:25]([O:27][CH2:28][CH3:29])=[O:26])[CH2:21]3)[N:7]=[C:8]3[C:13]=2[CH2:12][CH2:11][CH2:10][CH2:9]3)[CH:4]=1, predict the reactants needed to synthesize it. The reactants are: Cl.[Br:2][C:3]1[C:16]([O:17][CH3:18])=[CH:15][C:14]2[C:5](=[C:6]([O:19][C@H:20]3[CH2:24][NH:23][C@H:22]([C:25]([O:27][CH2:28][CH3:29])=[O:26])[CH2:21]3)[N:7]=[C:8]3[C:13]=2[CH2:12][CH2:11][CH2:10][CH2:9]3)[CH:4]=1.[CH:30]1([C@H:36]([NH:40][C:41]([O:43][CH2:44][C:45]([CH3:50])([CH3:49])[CH2:46][CH:47]=[CH2:48])=[O:42])[C:37](O)=[O:38])[CH2:35][CH2:34][CH2:33][CH2:32][CH2:31]1.CCN(C(C)C)C(C)C.CN(C(ON1N=NC2C=CC=NC1=2)=[N+](C)C)C.F[P-](F)(F)(F)(F)F.C(O)(=O)CC(CC(O)=O)(C(O)=O)O.